This data is from NCI-60 drug combinations with 297,098 pairs across 59 cell lines. The task is: Regression. Given two drug SMILES strings and cell line genomic features, predict the synergy score measuring deviation from expected non-interaction effect. (1) Drug 1: CC(CN1CC(=O)NC(=O)C1)N2CC(=O)NC(=O)C2. Drug 2: C1=C(C(=O)NC(=O)N1)N(CCCl)CCCl. Cell line: A498. Synergy scores: CSS=33.4, Synergy_ZIP=-4.56, Synergy_Bliss=-0.274, Synergy_Loewe=1.09, Synergy_HSA=3.22. (2) Drug 1: CCC(=C(C1=CC=CC=C1)C2=CC=C(C=C2)OCCN(C)C)C3=CC=CC=C3.C(C(=O)O)C(CC(=O)O)(C(=O)O)O. Drug 2: COCCOC1=C(C=C2C(=C1)C(=NC=N2)NC3=CC=CC(=C3)C#C)OCCOC.Cl. Cell line: RXF 393. Synergy scores: CSS=-0.757, Synergy_ZIP=-0.102, Synergy_Bliss=-1.06, Synergy_Loewe=-0.526, Synergy_HSA=-1.93. (3) Drug 1: C1CCC(C1)C(CC#N)N2C=C(C=N2)C3=C4C=CNC4=NC=N3. Drug 2: COCCOC1=C(C=C2C(=C1)C(=NC=N2)NC3=CC=CC(=C3)C#C)OCCOC.Cl. Cell line: HL-60(TB). Synergy scores: CSS=-13.3, Synergy_ZIP=4.74, Synergy_Bliss=-3.15, Synergy_Loewe=-14.0, Synergy_HSA=-14.5. (4) Drug 1: C1C(C(OC1N2C=C(C(=O)NC2=O)F)CO)O. Drug 2: CCCCCOC(=O)NC1=NC(=O)N(C=C1F)C2C(C(C(O2)C)O)O. Cell line: HCT-15. Synergy scores: CSS=-2.99, Synergy_ZIP=2.09, Synergy_Bliss=0.0274, Synergy_Loewe=-2.51, Synergy_HSA=-3.22. (5) Drug 1: CCC1(CC2CC(C3=C(CCN(C2)C1)C4=CC=CC=C4N3)(C5=C(C=C6C(=C5)C78CCN9C7C(C=CC9)(C(C(C8N6C=O)(C(=O)OC)O)OC(=O)C)CC)OC)C(=O)OC)O.OS(=O)(=O)O. Drug 2: CCCCC(=O)OCC(=O)C1(CC(C2=C(C1)C(=C3C(=C2O)C(=O)C4=C(C3=O)C=CC=C4OC)O)OC5CC(C(C(O5)C)O)NC(=O)C(F)(F)F)O. Cell line: LOX IMVI. Synergy scores: CSS=57.3, Synergy_ZIP=0.194, Synergy_Bliss=0.637, Synergy_Loewe=-9.79, Synergy_HSA=2.28.